From a dataset of HIV replication inhibition screening data with 41,000+ compounds from the AIDS Antiviral Screen. Binary Classification. Given a drug SMILES string, predict its activity (active/inactive) in a high-throughput screening assay against a specified biological target. (1) The drug is Cc1cc(C#N)c[n+](C)c1.[I-]. The result is 0 (inactive). (2) The result is 0 (inactive). The drug is CCOC(C)=Nc1cc(OC)cc2c1NC(=O)CCS2. (3) The drug is Cc1cccc(NC2=NC(=O)C(CC(=O)Nc3ccc(Cl)cc3C)S2)c1. The result is 0 (inactive). (4) The compound is COc1ccc2[nH]c(C)cc2c1CN. The result is 0 (inactive). (5) The compound is OC1CC2C=CCC(C1)C2. The result is 0 (inactive). (6) The drug is COc1cccc(N2C(=O)C3c4[nH]c5ccccc5c4C4CCC(C(C)(C)C)CC4C3C2=O)c1. The result is 1 (active). (7) The drug is Cl.N#CCC(=O)NN=C(CCN1CCCC1)CC(c1ccccc1)c1c(O)c2ccccc2oc1=O. The result is 0 (inactive). (8) The compound is CC(C)(C)OC(=O)CC(NC(=O)OC(C)(C)C)C(=O)NC(Cc1ccccc1)C(N)=O. The result is 1 (active). (9) The drug is O=C(CC1C(=O)Nc2ccccc2S1(=O)=O)Nc1cccc(Cl)c1. The result is 0 (inactive).